This data is from Full USPTO retrosynthesis dataset with 1.9M reactions from patents (1976-2016). The task is: Predict the reactants needed to synthesize the given product. (1) Given the product [Cl-:15].[CH2:1]([NH+:8]([CH3:12])[CH2:9][CH2:10][Cl:15])[C:2]1[CH:7]=[CH:6][CH:5]=[CH:4][CH:3]=1, predict the reactants needed to synthesize it. The reactants are: [CH2:1]([N:8]([CH3:12])[CH2:9][CH2:10]O)[C:2]1[CH:7]=[CH:6][CH:5]=[CH:4][CH:3]=1.O=S(Cl)[Cl:15]. (2) Given the product [OH:8][C@@H:9]1[C@H:14]2[NH:15][C:16](=[O:18])[O:17][C@H:13]2[CH2:12][C@H:11]([CH2:19][OH:20])[C@H:10]1[OH:28], predict the reactants needed to synthesize it. The reactants are: C([O:8][C@@H:9]1[C@H:14]2[NH:15][C:16](=[O:18])[O:17][C@H:13]2[CH2:12][C@H:11]([CH2:19][O:20]CC2C=CC=CC=2)[C@H:10]1[O:28]CC1C=CC=CC=1)C1C=CC=CC=1.B(Cl)(Cl)Cl.CO.C(Cl)Cl.